From a dataset of Forward reaction prediction with 1.9M reactions from USPTO patents (1976-2016). Predict the product of the given reaction. Given the reactants [F:1][C:2]([F:28])([F:27])[C:3]1[CH:8]=[CH:7][CH:6]=[CH:5][C:4]=1[C@H:9]1[C@H:14]([C:15]2[CH:20]=[CH:19][CH:18]=[CH:17][C:16]=2[C:21]([F:24])([F:23])[F:22])[N:13]2[CH2:25][CH2:26][N:10]1[CH2:11][CH2:12]2.[F:29][C:30]([F:37])([F:36])[S:31]([O:34]C)(=[O:33])=[O:32], predict the reaction product. The product is: [F:29][C:30]([F:37])([F:36])[S:31]([O-:34])(=[O:33])=[O:32].[CH3:30][N+:13]12[CH2:25][CH2:26][N:10]([CH2:11][CH2:12]1)[C@@H:9]([C:4]1[CH:5]=[CH:6][CH:7]=[CH:8][C:3]=1[C:2]([F:1])([F:27])[F:28])[C@@H:14]2[C:15]1[CH:20]=[CH:19][CH:18]=[CH:17][C:16]=1[C:21]([F:23])([F:24])[F:22].